Dataset: Reaction yield outcomes from USPTO patents with 853,638 reactions. Task: Predict the reaction yield, written as a fraction of the theoretical maximum amount of product (1.0 means a 100% yield; for example, 0.34 means a 34% yield). (1) The reactants are CC([O-])(C)C.[K+].[CH3:7][Si:8]([CH3:23])([CH3:22])[CH2:9][CH2:10][O:11][CH2:12][N:13]1[C:21]2[C:16](=[CH:17][CH:18]=[CH:19][CH:20]=2)[CH:15]=[CH:14]1.[SiH:24]([CH2:29][CH3:30])([CH2:27][CH3:28])[CH2:25][CH3:26]. No catalyst specified. The product is [CH2:25]([Si:24]([CH2:29][CH3:30])([CH2:27][CH3:28])[C:14]1[N:13]([CH2:12][O:11][CH2:10][CH2:9][Si:8]([CH3:23])([CH3:22])[CH3:7])[C:21]2[C:16]([CH:15]=1)=[CH:17][CH:18]=[CH:19][CH:20]=2)[CH3:26]. The yield is 0.670. (2) The reactants are Br[C:2]1[C:3]([F:13])=[C:4]([CH:10]=[CH:11][CH:12]=1)[C:5]([O:7][CH2:8][CH3:9])=[O:6].[C:14](P(C(C)(C)C)C(C)(C)C)(C)(C)[CH3:15].CCCCCC.[F-].[K+]. The catalyst is C([Sn](CCCC)(CCCC)C=C)CCC.C(OCC)C.C1C=CC(/C=C/C(/C=C/C2C=CC=CC=2)=O)=CC=1.C1C=CC(/C=C/C(/C=C/C2C=CC=CC=2)=O)=CC=1.C1C=CC(/C=C/C(/C=C/C2C=CC=CC=2)=O)=CC=1.[Pd].[Pd].O. The product is [F:13][C:3]1[C:2]([CH:14]=[CH2:15])=[CH:12][CH:11]=[CH:10][C:4]=1[C:5]([O:7][CH2:8][CH3:9])=[O:6]. The yield is 0.970. (3) The reactants are [NH2:1][C:2]1[CH:3]=[CH:4][N:5]([CH3:27])[C:6]2[C:7]=1[CH:8]=[CH:9][C:10]1[N:19]([C:20]3[CH:25]=[CH:24][C:23]([F:26])=[CH:22][CH:21]=3)[CH2:18][CH:17]=[C:12]3[NH:13][C:14](=[O:16])[C:15]=2[C:11]=13.C(O)(=O)C.C([BH3-])#N.[Na+].[CH3:36][C:37]1[N:42]=[C:41]([CH:43]=O)[CH:40]=[CH:39][CH:38]=1. No catalyst specified. The product is [F:26][C:23]1[CH:22]=[CH:21][C:20]([N:19]2[C:10]3=[C:11]4[C:15](=[C:6]5[N:5]([CH3:27])[CH:4]=[CH:3][C:2]([NH:1][CH2:43][C:41]6[CH:40]=[CH:39][CH:38]=[C:37]([CH3:36])[N:42]=6)=[C:7]5[CH:8]=[CH:9]3)[C:14](=[O:16])[NH:13][C:12]4=[CH:17][CH2:18]2)=[CH:25][CH:24]=1. The yield is 0.440. (4) The reactants are Br[C:2]1[CH:7]=[CH:6][C:5]([C:8]([F:11])([F:10])[F:9])=[CH:4][CH:3]=1.[CH2:12](B(O)O)[CH2:13][CH2:14][CH3:15].P(OC(C)C)(OC(C)C)OC(C)C.[OH-].[Na+]. The catalyst is O1CCCC1.O.C(O)(C)C.C([O-])(=O)C.[Pd+2].C([O-])(=O)C. The product is [CH2:12]([C:2]1[CH:7]=[CH:6][C:5]([C:8]([F:11])([F:10])[F:9])=[CH:4][CH:3]=1)[CH2:13][CH2:14][CH3:15]. The yield is 0.920. (5) The reactants are [Cl:1][C:2]1[CH:7]=[CH:6][C:5]([S:8]([N:11]([CH2:19][C:20]2[CH:29]=[CH:28][C:23]([C:24](OC)=O)=[CH:22][CH:21]=2)[CH2:12][C:13]2[CH:18]=[CH:17][CH:16]=[CH:15][N:14]=2)(=[O:10])=[O:9])=[CH:4][CH:3]=1.O.[NH2:31][NH2:32]. The catalyst is CO.C1COCC1. The product is [Cl:1][C:2]1[CH:7]=[CH:6][C:5]([S:8]([N:11]([CH2:19][C:20]2[CH:29]=[CH:28][C:23]([CH2:24][NH:31][NH2:32])=[CH:22][CH:21]=2)[CH2:12][C:13]2[CH:18]=[CH:17][CH:16]=[CH:15][N:14]=2)(=[O:10])=[O:9])=[CH:4][CH:3]=1. The yield is 0.750. (6) The reactants are [Br:1][C:2]1[CH:3]=[C:4]([NH2:9])[CH:5]=[CH:6][C:7]=1[Cl:8].C1C(=O)N([I:17])C(=O)C1. The catalyst is CC(O)=O. The product is [Br:1][C:2]1[C:7]([Cl:8])=[CH:6][C:5]([I:17])=[C:4]([NH2:9])[CH:3]=1. The yield is 0.155.